Task: Predict the reactants needed to synthesize the given product.. Dataset: Full USPTO retrosynthesis dataset with 1.9M reactions from patents (1976-2016) (1) The reactants are: [CH3:1][NH:2][CH2:3][CH2:4][OH:5].C(N(CC)C(C)C)(C)C.Br[CH2:16][CH2:17][CH2:18][CH2:19][CH2:20][CH2:21][CH2:22][C:23]([NH:25][C:26]1[CH:38]=[CH:37][C:29]([C:30]([O:32][C:33]([CH3:36])([CH3:35])[CH3:34])=[O:31])=[CH:28][CH:27]=1)=[O:24]. Given the product [OH:5][CH2:4][CH2:3][N:2]([CH3:1])[CH2:16][CH2:17][CH2:18][CH2:19][CH2:20][CH2:21][CH2:22][C:23]([NH:25][C:26]1[CH:38]=[CH:37][C:29]([C:30]([O:32][C:33]([CH3:36])([CH3:35])[CH3:34])=[O:31])=[CH:28][CH:27]=1)=[O:24], predict the reactants needed to synthesize it. (2) Given the product [F:1][C:2]1[CH:3]=[CH:4][C:5]([CH2:6][C:7]2[N:11]([CH2:12][C:13]([OH:15])=[O:14])[N:10]=[C:9]([C:20]3[N:21]=[N:22][N:23]([CH2:25][C:26]4[CH:27]=[CH:28][C:29]([O:32][CH3:33])=[CH:30][CH:31]=4)[CH:24]=3)[CH:8]=2)=[CH:34][CH:35]=1, predict the reactants needed to synthesize it. The reactants are: [F:1][C:2]1[CH:35]=[CH:34][C:5]([CH2:6][C:7]2[N:11]([CH2:12][C:13]([O:15]C(C)(C)C)=[O:14])[N:10]=[C:9]([C:20]3[N:21]=[N:22][N:23]([CH2:25][C:26]4[CH:31]=[CH:30][C:29]([O:32][CH3:33])=[CH:28][CH:27]=4)[CH:24]=3)[CH:8]=2)=[CH:4][CH:3]=1.CO.C1COCC1.[OH-].[Na+].